This data is from Reaction yield outcomes from USPTO patents with 853,638 reactions. The task is: Predict the reaction yield, written as a fraction of the theoretical maximum amount of product (1.0 means a 100% yield; for example, 0.34 means a 34% yield). (1) The reactants are [CH3:1][C:2]1[CH:3]=[C:4]([SH:8])[CH:5]=[CH:6][CH:7]=1.[OH-].[K+].Br.Br[CH2:13][C:14]([C:16]1[CH:17]=[N:18][CH:19]=[CH:20][CH:21]=1)=[O:15]. The catalyst is O.C(O)C. The product is [CH3:1][C:2]1[CH:3]=[C:4]([S:8][CH2:13][C:14]([C:16]2[CH:17]=[N:18][CH:19]=[CH:20][CH:21]=2)=[O:15])[CH:5]=[CH:6][CH:7]=1. The yield is 0.800. (2) The reactants are [Br:1][C:2]1[N:7]=[C:6]([CH3:8])[C:5]([CH:9]=O)=[CH:4][CH:3]=1.[N:11]1([C:17]([O:19][C:20]([CH3:23])([CH3:22])[CH3:21])=[O:18])[CH2:16][CH2:15][NH:14][CH2:13][CH2:12]1.ClCCl.C(O[BH-](OC(=O)C)OC(=O)C)(=O)C.[Na+]. The catalyst is O. The product is [Br:1][C:2]1[N:7]=[C:6]([CH3:8])[C:5]([CH2:9][N:14]2[CH2:13][CH2:12][N:11]([C:17]([O:19][C:20]([CH3:23])([CH3:22])[CH3:21])=[O:18])[CH2:16][CH2:15]2)=[CH:4][CH:3]=1. The yield is 0.820. (3) The reactants are [CH:1]([O:4][C:5]([N:7]1[CH2:12][CH2:11][CH:10]([O:13][C:14]2[C:19]([C:20]#[N:21])=[C:18]([NH:22][C:23]3[CH:28]=[CH:27][C:26](I)=[CH:25][C:24]=3[F:30])[N:17]=[CH:16][N:15]=2)[CH2:9][CH2:8]1)=[O:6])([CH3:3])[CH3:2].[CH2:31]([OH:34])[CH2:32][CH3:33].N1C2C(=CC=C3C=2N=CC=C3)C=CC=1.C(=O)([O-])[O-].[Cs+].[Cs+]. The yield is 0.120. The product is [CH:1]([O:4][C:5]([N:7]1[CH2:12][CH2:11][CH:10]([O:13][C:14]2[C:19]([C:20]#[N:21])=[C:18]([NH:22][C:23]3[CH:28]=[CH:27][C:26]([O:34][CH2:31][CH2:32][CH3:33])=[CH:25][C:24]=3[F:30])[N:17]=[CH:16][N:15]=2)[CH2:9][CH2:8]1)=[O:6])([CH3:3])[CH3:2]. The catalyst is O1CCOCC1.[Cu](I)I. (4) The reactants are [CH3:1][C:2]1[Se:6][C:5]([C:7]([O:9][CH3:10])=[O:8])=[CH:4][CH:3]=1.[N+:11]([O-])([OH:13])=[O:12]. The catalyst is C(OC(=O)C)(=O)C. The product is [CH3:1][C:2]1[Se:6][C:5]([C:7]([O:9][CH3:10])=[O:8])=[CH:4][C:3]=1[N+:11]([O-:13])=[O:12]. The yield is 0.350. (5) The reactants are [CH:1]1([NH:4][C:5]([NH:7][C:8]2[CH:13]=[CH:12][C:11]([O:14][C:15]3[CH:20]=[CH:19][N:18]=[C:17]4[CH:21]=[C:22]([C:24]5[CH:29]=[CH:28][C:27]([CH2:30][NH:31][CH2:32][CH2:33][O:34][CH3:35])=[CH:26][N:25]=5)[S:23][C:16]=34)=[C:10]([F:36])[CH:9]=2)=[O:6])[CH2:3][CH2:2]1.Cl[C:38]([O:40][CH3:41])=[O:39].CCN(C(C)C)C(C)C. The catalyst is C1COCC1. The product is [CH3:41][O:40][C:38](=[O:39])[N:31]([CH2:30][C:27]1[CH:26]=[N:25][C:24]([C:22]2[S:23][C:16]3[C:17](=[N:18][CH:19]=[CH:20][C:15]=3[O:14][C:11]3[CH:12]=[CH:13][C:8]([NH:7][C:5]([NH:4][CH:1]4[CH2:3][CH2:2]4)=[O:6])=[CH:9][C:10]=3[F:36])[CH:21]=2)=[CH:29][CH:28]=1)[CH2:32][CH2:33][O:34][CH3:35]. The yield is 0.502.